Dataset: Forward reaction prediction with 1.9M reactions from USPTO patents (1976-2016). Task: Predict the product of the given reaction. (1) Given the reactants C([N:8]1[CH2:12][C@@H:11]([CH2:13][N:14]([CH:24]([CH3:26])[CH3:25])[C:15](=[O:23])[CH2:16][C:17]2[CH:22]=[CH:21][CH:20]=[CH:19][CH:18]=2)[C@@H:10]([CH2:27][N:28]([CH:45]([CH3:47])[CH3:46])[C:29](=[O:44])[C:30]2[CH:35]=[CH:34][C:33]([O:36][CH3:37])=[C:32]([O:38][CH2:39][CH2:40][CH2:41][O:42][CH3:43])[CH:31]=2)[CH2:9]1)C1C=CC=CC=1.ClC(OC(Cl)C)=O.CO, predict the reaction product. The product is: [CH:45]([N:28]([CH2:27][C@@H:10]1[C@H:11]([CH2:13][N:14]([CH:24]([CH3:26])[CH3:25])[C:15](=[O:23])[CH2:16][C:17]2[CH:22]=[CH:21][CH:20]=[CH:19][CH:18]=2)[CH2:12][NH:8][CH2:9]1)[C:29](=[O:44])[C:30]1[CH:35]=[CH:34][C:33]([O:36][CH3:37])=[C:32]([O:38][CH2:39][CH2:40][CH2:41][O:42][CH3:43])[CH:31]=1)([CH3:46])[CH3:47]. (2) Given the reactants [F:1][C:2]([F:14])([F:13])[C:3]1[CH:8]=[CH:7][CH:6]=[CH:5][C:4]=1[S:9](Cl)(=[O:11])=[O:10].[NH3:15], predict the reaction product. The product is: [F:1][C:2]([F:14])([F:13])[C:3]1[CH:8]=[CH:7][CH:6]=[CH:5][C:4]=1[S:9]([NH2:15])(=[O:11])=[O:10]. (3) Given the reactants C([Li])CCC.C(NC(C)C)(C)C.[O:13]1[CH2:18][CH2:17][C:16](=O)[CH2:15][CH2:14]1.FC(F)(F)S(N(C1C=CC(Cl)=CN=1)S(C(F)(F)F)(=O)=O)(=O)=O.FC(F)(F)S(OC1CCOCC=1)(=O)=O.[F-].[K+].[OH:58][CH2:59][C:60]1[CH:61]=[C:62](B(O)O)[CH:63]=[CH:64][CH:65]=1, predict the reaction product. The product is: [O:13]1[CH2:18][CH:17]=[C:16]([C:64]2[CH:65]=[C:60]([CH2:59][OH:58])[CH:61]=[CH:62][CH:63]=2)[CH2:15][CH2:14]1. (4) Given the reactants [Br:1][C:2]1[CH:3]=[C:4]([NH:10][C:11]2[CH:15]=[C:14]([CH3:16])[NH:13][N:12]=2)[C:5](=[O:9])[N:6]([CH3:8])[CH:7]=1.I[CH:18]1[CH2:21][O:20][CH2:19]1.C([O-])([O-])=O.[Cs+].[Cs+], predict the reaction product. The product is: [Br:1][C:2]1[CH:3]=[C:4]([NH:10][C:11]2[CH:15]=[C:14]([CH3:16])[N:13]([CH:18]3[CH2:21][O:20][CH2:19]3)[N:12]=2)[C:5](=[O:9])[N:6]([CH3:8])[CH:7]=1. (5) Given the reactants [CH3:1][NH:2][S:3]([C:6]1[CH:7]=[C:8]([CH:12]=[CH:13][CH:14]=1)[C:9]([OH:11])=O)(=[O:5])=[O:4].C(Cl)(=O)C(Cl)=O.CN(C)C=O.[N:26]1[CH:31]=[CH:30][CH:29]=[C:28]([C:32]2[CH:36]=[C:35]([C:37]([F:40])([F:39])[F:38])[N:34]([C:41]3[CH:42]=[CH:43][C:44]([NH2:47])=[N:45][CH:46]=3)[N:33]=2)[CH:27]=1, predict the reaction product. The product is: [N:26]1[CH:31]=[CH:30][CH:29]=[C:28]([C:32]2[CH:36]=[C:35]([C:37]([F:40])([F:38])[F:39])[N:34]([C:41]3[CH:42]=[CH:43][C:44]([NH2:47])=[N:45][CH:46]=3)[N:33]=2)[CH:27]=1.[CH3:1][NH:2][S:3]([C:6]1[CH:7]=[C:8]([CH:12]=[CH:13][CH:14]=1)[C:9]([NH:47][C:44]1[CH:43]=[CH:42][C:41]([N:34]2[C:35]([C:37]([F:39])([F:40])[F:38])=[CH:36][C:32]([C:28]3[CH:27]=[N:26][CH:31]=[CH:30][CH:29]=3)=[N:33]2)=[CH:46][N:45]=1)=[O:11])(=[O:4])=[O:5].